Dataset: Forward reaction prediction with 1.9M reactions from USPTO patents (1976-2016). Task: Predict the product of the given reaction. (1) Given the reactants C([N:3](C=O)[CH2:4][C:5]([C:7]1[CH:11]=[C:10]([C:12](=[O:20])[C:13]2[CH:18]=[CH:17][C:16]([Cl:19])=[CH:15][CH:14]=2)[N:9]([CH3:21])[CH:8]=1)=[O:6])=O, predict the reaction product. The product is: [ClH:19].[NH2:3][CH2:4][C:5]([C:7]1[CH:11]=[C:10]([C:12](=[O:20])[C:13]2[CH:18]=[CH:17][C:16]([Cl:19])=[CH:15][CH:14]=2)[N:9]([CH3:21])[CH:8]=1)=[O:6]. (2) Given the reactants [NH2:1][C:2]1[N:7]=[C:6]([C:8]2[CH:16]=[C:15]3[C:11]([C:12]([NH2:17])=[N:13][NH:14]3)=[CH:10][CH:9]=2)[CH:5]=[C:4](S(C)(=O)=O)[N:3]=1.[CH3:22][NH:23][CH2:24][CH2:25][C:26]1[CH:31]=[CH:30][CH:29]=[CH:28][CH:27]=1.CCN(C(C)C)C(C)C, predict the reaction product. The product is: [NH2:17][C:12]1[C:11]2[C:15](=[CH:16][C:8]([C:6]3[N:7]=[C:2]([NH2:1])[N:3]=[C:4]([N:23]([CH3:22])[CH2:24][CH2:25][C:26]4[CH:31]=[CH:30][CH:29]=[CH:28][CH:27]=4)[CH:5]=3)=[CH:9][CH:10]=2)[NH:14][N:13]=1. (3) Given the reactants [F:1][C:2]1[CH:14]=[CH:13][C:5]([C:6](=[O:12])[NH:7][CH2:8][C:9]([OH:11])=O)=[CH:4][CH:3]=1.[F:15][C:16]1[CH:17]=[C:18]([CH:23]([NH2:30])[C:24]2[CH:29]=[CH:28][CH:27]=[CH:26][CH:25]=2)[CH:19]=[C:20]([F:22])[CH:21]=1, predict the reaction product. The product is: [F:15][C:16]1[CH:17]=[C:18]([CH:23]([NH:30][C:9]([CH2:8][NH:7][C:6](=[O:12])[C:5]2[CH:4]=[CH:3][C:2]([F:1])=[CH:14][CH:13]=2)=[O:11])[C:24]2[CH:29]=[CH:28][CH:27]=[CH:26][CH:25]=2)[CH:19]=[C:20]([F:22])[CH:21]=1. (4) Given the reactants [C:1]([N:5]1[CH:9]=[C:8]([NH:10][C:11]([NH:13][C:14]2[CH:19]=[C:18]([N:20]3[CH2:29][C:28]4[C:23](=[N:24][C:25](SC)=[N:26][CH:27]=4)[N:22]([CH3:32])[C:21]3=[O:33])[C:17]([Cl:34])=[CH:16][C:15]=2[F:35])=[O:12])[CH:7]=[N:6]1)([CH3:4])([CH3:3])[CH3:2].C1C=C(Cl)C=C(C(OO)=O)C=1.[CH3:47][NH2:48], predict the reaction product. The product is: [C:1]([N:5]1[CH:9]=[C:8]([NH:10][C:11]([NH:13][C:14]2[CH:19]=[C:18]([N:20]3[CH2:29][C:28]4[C:23](=[N:24][C:25]([NH:48][CH3:47])=[N:26][CH:27]=4)[N:22]([CH3:32])[C:21]3=[O:33])[C:17]([Cl:34])=[CH:16][C:15]=2[F:35])=[O:12])[CH:7]=[N:6]1)([CH3:4])([CH3:3])[CH3:2]. (5) The product is: [C:1]([C:13]1([OH:16])[CH2:14][CH2:15][O:10][CH2:11][CH2:12]1)#[CH:2]. Given the reactants [C:1]([Mg]Cl)#[CH:2].O1CCCC1.[O:10]1[CH2:15][CH2:14][C:13](=[O:16])[CH2:12][CH2:11]1.[Cl-].[NH4+], predict the reaction product. (6) The product is: [N:33]1([CH2:32][CH2:31][O:30][C:29]2[CH:28]=[CH:27][C:26]([C:24]3([CH3:25])[C:11]4[C:10]5[CH:9]=[CH:8][C:7]([OH:6])=[CH:16][C:15]=5[O:14][CH2:13][C:12]=4[C:17]4[CH:18]=[CH:19][C:20]([OH:42])=[CH:21][C:22]=4[O:23]3)=[CH:41][CH:40]=2)[CH2:39][CH2:38][CH2:37][CH2:36][CH2:35][CH2:34]1. Given the reactants C([Si](C)(C)[O:6][C:7]1[CH:8]=[CH:9][C:10]2[C:11]3[C:24]([C:26]4[CH:41]=[CH:40][C:29]([O:30][CH2:31][CH2:32][N:33]5[CH2:39][CH2:38][CH2:37][CH2:36][CH2:35][CH2:34]5)=[CH:28][CH:27]=4)([CH3:25])[O:23][C:22]4[CH:21]=[C:20]([O:42][Si](C(C)(C)C)(C)C)[CH:19]=[CH:18][C:17]=4[C:12]=3[CH2:13][O:14][C:15]=2[CH:16]=1)(C)(C)C.[F-].C([N+](CCCC)(CCCC)CCCC)CCC.[NH4+].[Cl-].C(OCC)(=O)C, predict the reaction product.